From a dataset of Peptide-MHC class II binding affinity with 134,281 pairs from IEDB. Regression. Given a peptide amino acid sequence and an MHC pseudo amino acid sequence, predict their binding affinity value. This is MHC class II binding data. (1) The peptide sequence is RGLKLATALSLSNKF. The MHC is DRB1_0901 with pseudo-sequence DRB1_0901. The binding affinity (normalized) is 0.737. (2) The peptide sequence is MSMASSSSSSLLAMA. The MHC is DRB1_1201 with pseudo-sequence DRB1_1201. The binding affinity (normalized) is 0.167.